Dataset: Catalyst prediction with 721,799 reactions and 888 catalyst types from USPTO. Task: Predict which catalyst facilitates the given reaction. (1) Reactant: [CH3:1][O:2][C:3]1[CH:4]=[C:5]([O:23][C:24]2[CH:29]=[CH:28][C:27]([S:30]([CH3:33])(=[O:32])=[O:31])=[CH:26][N:25]=2)[CH:6]=[C:7]2[C:11]=1[NH:10][C:9]([C:12]1[S:13][CH:14]([CH2:17][C:18]([O:20]CC)=[O:19])[CH2:15][N:16]=1)=[CH:8]2.[OH-].[Na+]. Product: [CH3:1][O:2][C:3]1[CH:4]=[C:5]([O:23][C:24]2[CH:29]=[CH:28][C:27]([S:30]([CH3:33])(=[O:32])=[O:31])=[CH:26][N:25]=2)[CH:6]=[C:7]2[C:11]=1[NH:10][C:9]([C:12]1[S:13][CH:14]([CH2:17][C:18]([OH:20])=[O:19])[CH2:15][N:16]=1)=[CH:8]2. The catalyst class is: 214. (2) Reactant: [C:1]1([C:7](=[O:15])[CH2:8][C:9]2[CH:10]=[N:11][CH:12]=[CH:13][CH:14]=2)[CH:6]=[CH:5][CH:4]=[CH:3][CH:2]=1.[N:16](OC(C)(C)C)=[O:17].[O-]CC.[Na+]. Product: [OH:17][N:16]=[C:8]([C:9]1[CH:10]=[N:11][CH:12]=[CH:13][CH:14]=1)[C:7]([C:1]1[CH:6]=[CH:5][CH:4]=[CH:3][CH:2]=1)=[O:15]. The catalyst class is: 88. (3) Reactant: [Cl:1][CH2:2][C:3]([C:5]1[CH:10]=[C:9]([N+:11]([O-:13])=[O:12])[C:8]([OH:14])=[C:7]([OH:15])[CH:6]=1)=[O:4].[CH2:16]([NH:18][CH2:19][CH3:20])[CH3:17]. Product: [ClH:1].[CH2:16]([N:18]([CH2:19][CH3:20])[CH2:2][C:3]([C:5]1[CH:10]=[C:9]([N+:11]([O-:13])=[O:12])[C:8]([OH:14])=[C:7]([OH:15])[CH:6]=1)=[O:4])[CH3:17]. The catalyst class is: 3. (4) Reactant: C([O:8][C:9]1[CH:17]=[CH:16][C:15]2[N:14]3[CH2:18][CH2:19][C@H:20]([CH2:21][C:22]([O:24][CH2:25][CH3:26])=[O:23])[C:13]3=[CH:12][C:11]=2[CH:10]=1)C1C=CC=CC=1. Product: [OH:8][C:9]1[CH:17]=[CH:16][C:15]2[N:14]3[CH2:18][CH2:19][C@H:20]([CH2:21][C:22]([O:24][CH2:25][CH3:26])=[O:23])[C:13]3=[CH:12][C:11]=2[CH:10]=1. The catalyst class is: 25.